From a dataset of Rat liver microsome stability data. Regression/Classification. Given a drug SMILES string, predict its absorption, distribution, metabolism, or excretion properties. Task type varies by dataset: regression for continuous measurements (e.g., permeability, clearance, half-life) or binary classification for categorical outcomes (e.g., BBB penetration, CYP inhibition). Dataset: rlm. (1) The molecule is O=C(COC(=O)CCC(=O)c1cccs1)NCc1ccco1. The result is 1 (stable in rat liver microsomes). (2) The drug is Cc1noc(-c2ccc3c(c2)c2c(n3CCCOc3cc(F)cc(F)c3)CCCC2)n1. The result is 0 (unstable in rat liver microsomes). (3) The molecule is Cc1cc(NS(=O)(=O)c2ccc(C(=O)NCc3ccc(Cl)c(Cl)c3)cc2)no1. The result is 0 (unstable in rat liver microsomes). (4) The molecule is CC(C)(C#Cc1ccc(NC(=O)CSc2nnnn2-c2ccc(C3CC3)cc2Cl)c(Cl)c1)NC(=O)CN. The result is 0 (unstable in rat liver microsomes). (5) The molecule is COc1ccc(-c2ccccc2/C=C2/Cc3cc(OC)ccc3C2=O)cc1. The result is 0 (unstable in rat liver microsomes). (6) The compound is C=C(C)[C@@H]1CC[C@]2(C(=O)O)CC[C@]3(C)[C@H](CC[C@@H]4[C@@]5(C)CC=C(c6ccc(C(=O)O)cc6)C(C)(C)[C@@H]5CC[C@]43C)[C@@H]12. The result is 0 (unstable in rat liver microsomes). (7) The molecule is O=C(N[C@@H](Cc1c[nH]c2ccccc12)C(=O)Nc1ccncc1)c1cccc(F)c1. The result is 1 (stable in rat liver microsomes).